From a dataset of Reaction yield outcomes from USPTO patents with 853,638 reactions. Predict the reaction yield, written as a fraction of the theoretical maximum amount of product (1.0 means a 100% yield; for example, 0.34 means a 34% yield). (1) The reactants are [F:1][C:2]1[CH:3]=[C:4]2[C:8](=[CH:9][CH:10]=1)[NH:7][C:6](=[O:11])[C:5]2=[O:12].[H-].[Na+].Br[CH:16]([C:23]1[CH:28]=[CH:27][CH:26]=[CH:25][CH:24]=1)[C:17]1[CH:22]=[CH:21][CH:20]=[CH:19][CH:18]=1. The catalyst is CN(C)C=O.C(OCC)(=O)C. The product is [C:17]1([CH:16]([C:23]2[CH:24]=[CH:25][CH:26]=[CH:27][CH:28]=2)[N:7]2[C:8]3[C:4](=[CH:3][C:2]([F:1])=[CH:10][CH:9]=3)[C:5](=[O:12])[C:6]2=[O:11])[CH:22]=[CH:21][CH:20]=[CH:19][CH:18]=1. The yield is 0.520. (2) The reactants are [CH:1]1[CH:2]=[CH:3][C:4]([Cl:21])=[C:5]([C:7]2[C:14]3[CH:15]=[C:16]([Cl:19])[CH:17]=[CH:18][C:13]=3[NH:12][C:10](=[O:11])[CH:9]([OH:20])[N:8]=2)[CH:6]=1.C(O)C.C(OCC)(=O)C. The catalyst is C1CCCCC1. The product is [CH:1]1[CH:2]=[CH:3][C:4]([Cl:21])=[C:5]([C:7]2[C:14]3[CH:15]=[C:16]([Cl:19])[CH:17]=[CH:18][C:13]=3[NH:12][C:10](=[O:11])[CH:9]([OH:20])[N:8]=2)[CH:6]=1. The yield is 0.900. (3) The reactants are Br[C:2]1[CH:3]=[C:4]2[C:8](=[CH:9][C:10]=1[Cl:11])[NH:7][CH:6]=[C:5]2[C:12]([O:14][CH3:15])=[O:13].[F:16][C:17]1[CH:18]=[C:19](B(O)O)[CH:20]=[CH:21][C:22]=1OC.[C:28](=[O:31])([O-])[O-].[K+].[K+].C(OCC)(=O)C. The catalyst is C1(C)C=CC=CC=1.C(O)C.C1C=CC(P(C2C=CC=CC=2)[C-]2C=CC=C2)=CC=1.C1C=CC(P(C2C=CC=CC=2)[C-]2C=CC=C2)=CC=1.Cl[Pd]Cl.[Fe+2].O. The product is [Cl:11][C:10]1[CH:9]=[C:8]2[C:4]([C:5]([C:12]([O:14][CH3:15])=[O:13])=[CH:6][NH:7]2)=[CH:3][C:2]=1[C:22]1[CH:21]=[CH:20][C:19]([O:31][CH3:28])=[CH:18][C:17]=1[F:16]. The yield is 0.320. (4) The reactants are [CH3:1][N:2]([C:16]1[S:17][CH:18]=[CH:19][N:20]=1)[S:3]([C:6]1[CH:15]=[CH:14][C:9]([C:10]([O:12]C)=[O:11])=[CH:8][CH:7]=1)(=[O:5])=[O:4].O1CCOCC1.[OH-].[Na+].Cl. The catalyst is C(OCC)(=O)C. The product is [CH3:1][N:2]([C:16]1[S:17][CH:18]=[CH:19][N:20]=1)[S:3]([C:6]1[CH:7]=[CH:8][C:9]([C:10]([OH:12])=[O:11])=[CH:14][CH:15]=1)(=[O:4])=[O:5]. The yield is 0.870. (5) The reactants are [H-].[Al+3].[Li+].[H-].[H-].[H-].[CH3:7][C:8]1[CH:22]=[C:11]2[C:12]([C@@H:16]3[CH2:18][C@H:17]3[CH:19]=[N:20]O)=[CH:13][CH:14]=[CH:15][N:10]2[N:9]=1.O.O.O.O.O.O.O.O.O.O.S([O-])([O-])(=O)=O.[Na+].[Na+]. The catalyst is O1CCCC1. The product is [CH3:7][C:8]1[CH:22]=[C:11]2[C:12]([C@@H:16]3[CH2:18][C@H:17]3[CH2:19][NH2:20])=[CH:13][CH:14]=[CH:15][N:10]2[N:9]=1. The yield is 0.890.